From a dataset of Reaction yield outcomes from USPTO patents with 853,638 reactions. Predict the reaction yield, written as a fraction of the theoretical maximum amount of product (1.0 means a 100% yield; for example, 0.34 means a 34% yield). (1) The reactants are [CH:1]1[C:13]2[CH:12]([CH2:14][O:15][C:16]([NH:18][CH2:19][CH2:20][CH2:21][CH2:22][CH2:23][NH:24][C:25](=[O:39])[CH2:26][CH2:27][C:28]3([C:33]([O:35]CC=C)=[O:34])[CH2:32][CH2:31][CH2:30][CH2:29]3)=[O:17])[C:11]3[C:6](=[CH:7][CH:8]=[CH:9][CH:10]=3)[C:5]=2[CH:4]=[CH:3][CH:2]=1.N1CCOCC1. The catalyst is CN(C=O)C.C([Pd](C(C1C=CC=CC=1)(C1C=CC=CC=1)C1C=CC=CC=1)(C(C1C=CC=CC=1)(C1C=CC=CC=1)C1C=CC=CC=1)C(C1C=CC=CC=1)(C1C=CC=CC=1)C1C=CC=CC=1)(C1C=CC=CC=1)(C1C=CC=CC=1)C1C=CC=CC=1. The product is [CH:10]1[C:11]2[CH:12]([CH2:14][O:15][C:16]([NH:18][CH2:19][CH2:20][CH2:21][CH2:22][CH2:23][NH:24][C:25](=[O:39])[CH2:26][CH2:27][C:28]3([C:33]([OH:35])=[O:34])[CH2:29][CH2:30][CH2:31][CH2:32]3)=[O:17])[C:13]3[C:5](=[CH:4][CH:3]=[CH:2][CH:1]=3)[C:6]=2[CH:7]=[CH:8][CH:9]=1. The yield is 0.163. (2) The reactants are [F:1][C:2]1[CH:3]=[C:4]2[C:23](=[N:24][CH:25]=1)[O:22][CH2:21][C@H:20]([OH:26])[CH2:19][NH:18][C:17](=[O:27])[C:16]1=[C:28]3[N:29]=[C:10]([CH:11]=[CH:12][N:13]3[N:14]=[CH:15]1)[N:9]1[C@@H:5]2[CH2:6][CH2:7][CH2:8]1. The catalyst is C(#N)C.O. The product is [F:1][C:2]1[CH:3]=[C:4]2[C:23](=[O:22])[N:24]([CH:25]=1)[CH2:21][C@H:20]([OH:26])[CH2:19][NH:18][C:17](=[O:27])[C:16]1=[C:28]3[N:29]=[C:10]([CH:11]=[CH:12][N:13]3[N:14]=[CH:15]1)[N:9]1[C@@H:5]2[CH2:6][CH2:7][CH2:8]1. The yield is 0.0400.